From a dataset of Full USPTO retrosynthesis dataset with 1.9M reactions from patents (1976-2016). Predict the reactants needed to synthesize the given product. (1) Given the product [C:19]([C:21]1[CH:26]=[CH:25][C:24]([CH2:27][CH2:28][CH:29](/[CH:41]=[CH:42]/[C:43]2[CH:48]=[CH:47][CH:46]=[CH:45][C:44]=2[O:49][CH2:2][CH2:3][CH2:4][CH2:5][CH2:6][C:7]2[CH:12]=[CH:11][CH:10]=[CH:9][CH:8]=2)[CH2:30][C:31]2[CH:32]=[CH:33][C:34]([C:35]([O:37][CH3:38])=[O:36])=[CH:39][CH:40]=2)=[CH:23][CH:22]=1)#[N:20], predict the reactants needed to synthesize it. The reactants are: Br[CH2:2][CH2:3][CH2:4][CH2:5][CH2:6][C:7]1[CH:12]=[CH:11][CH:10]=[CH:9][CH:8]=1.C(=O)([O-])[O-].[K+].[K+].[C:19]([C:21]1[CH:26]=[CH:25][C:24]([CH2:27][CH2:28][CH:29](/[CH:41]=[CH:42]/[C:43]2[CH:48]=[CH:47][CH:46]=[CH:45][C:44]=2[OH:49])[CH2:30][C:31]2[CH:40]=[CH:39][C:34]([C:35]([O:37][CH3:38])=[O:36])=[CH:33][CH:32]=2)=[CH:23][CH:22]=1)#[N:20]. (2) Given the product [F:1][C:2]1[CH:3]=[CH:4][C:5]([N+:25]([O-:27])=[O:26])=[C:6]([CH:24]=1)[O:7][C@H:8]1[C@H:9]2[O:15][CH2:14][C@H:13]([C:28]#[N:29])[C@H:10]2[O:11][CH2:12]1, predict the reactants needed to synthesize it. The reactants are: [F:1][C:2]1[CH:3]=[CH:4][C:5]([N+:25]([O-:27])=[O:26])=[C:6]([CH:24]=1)[O:7][C@@H:8]1[CH2:12][O:11][C@@H:10]2[C@H:13](OS(C(F)(F)F)(=O)=O)[CH2:14][O:15][C@H:9]12.[C-:28]#[N:29].[K+].C1OCCOCCOCCOCCOCCOC1. (3) The reactants are: [CH2:1]([O:8][N:9]1[C:15](=[O:16])[N:14]2[CH2:17][C@H:10]1[CH2:11][CH2:12][C@H:13]2[C:18]([OH:20])=O)[C:2]1[CH:7]=[CH:6][CH:5]=[CH:4][CH:3]=1.[NH:21]([C:23]([C@H:25]1[CH2:29][CH2:28][C:27](=[O:30])[N:26]1[C:31]([O:33][C:34]([CH3:37])([CH3:36])[CH3:35])=[O:32])=[O:24])[NH2:22]. Given the product [CH2:1]([O:8][N:9]1[C:15](=[O:16])[N:14]2[CH2:17][C@H:10]1[CH2:11][CH2:12][C@H:13]2[C:18]([NH:22][NH:21][C:23]([C@H:25]1[CH2:29][CH2:28][C:27](=[O:30])[N:26]1[C:31]([O:33][C:34]([CH3:37])([CH3:36])[CH3:35])=[O:32])=[O:24])=[O:20])[C:2]1[CH:3]=[CH:4][CH:5]=[CH:6][CH:7]=1, predict the reactants needed to synthesize it. (4) Given the product [NH2:2][CH2:1][CH2:3][CH2:4][CH2:5][CH2:6][S:7]([NH:10][CH3:11])(=[O:9])=[O:8], predict the reactants needed to synthesize it. The reactants are: [C:1]([CH2:3][CH2:4][CH2:5][CH2:6][S:7]([NH:10][CH3:11])(=[O:9])=[O:8])#[N:2]. (5) Given the product [NH2:33][C:18]1[N:17]2[N:16]=[C:15]([CH2:14][CH:2]([C:1]([O:8][CH3:9])=[O:7])[C:3]([O:5][CH3:6])=[O:4])[N:27]=[C:26]2[C:25]2[C:20](=[C:21]3[O:30][C:29]([F:32])([F:31])[O:28][C:22]3=[CH:23][CH:24]=2)[N:19]=1, predict the reactants needed to synthesize it. The reactants are: [C:1]([O:8][CH3:9])(=[O:7])[CH2:2][C:3]([O:5][CH3:6])=[O:4].[I-].[K+].Cl.Cl[CH2:14][C:15]1[N:27]=[C:26]2[N:17]([C:18]([NH2:33])=[N:19][C:20]3[C:25]2=[CH:24][CH:23]=[C:22]2[O:28][C:29]([F:32])([F:31])[O:30][C:21]=32)[N:16]=1.[H-].[Na+]. (6) Given the product [NH:4]1[C:5]2[CH:10]=[CH:9][CH:8]=[CH:7][C:6]=2[N:2]=[C:3]1[C:11]([NH:14][C:15]1[CH:20]=[CH:19][C:18]([N:21]2[C:27](=[O:28])[CH2:26][C:25](=[O:29])[NH:24][C:23]3[C:30]4[C:35]([CH:36]=[CH:37][C:22]2=3)=[CH:34][CH:33]=[CH:32][CH:31]=4)=[CH:17][CH:16]=1)=[O:13], predict the reactants needed to synthesize it. The reactants are: O.[NH:2]1[C:6]2[CH:7]=[CH:8][CH:9]=[CH:10][C:5]=2[N:4]=[C:3]1[C:11]([OH:13])=O.[NH2:14][C:15]1[CH:20]=[CH:19][C:18]([N:21]2[C:27](=[O:28])[CH2:26][C:25](=[O:29])[NH:24][C:23]3[C:30]4[C:35]([CH:36]=[CH:37][C:22]2=3)=[CH:34][CH:33]=[CH:32][CH:31]=4)=[CH:17][CH:16]=1.CN(C)C=O.O.ON1C2C=CC=CC=2N=N1. (7) Given the product [F:75][C:71]1[C:72]([CH3:74])=[CH:73][C:68]([NH:67][C:65]2[N:66]=[C:61]([C:44]3[S:43][C:42]([C:40]([C@H:47]4[CH2:52][CH2:51][C@H:50]([C:53]([O:55][CH2:56][CH2:57][CH2:58][CH3:59])=[O:54])[CH2:49][CH2:48]4)([OH:39])[CH3:41])=[N:46][CH:45]=3)[CH:62]=[C:63]([CH3:76])[CH:64]=2)=[N:69][CH:70]=1, predict the reactants needed to synthesize it. The reactants are: C(P(C12CC3CC(CC(C3)C1)C2)C12CC3CC(CC(C3)C1)C2)CCC.C(=O)([O-])[O-].[K+].[K+].C(O)(=O)C(C)(C)C.[OH:39][C:40]([C@H:47]1[CH2:52][CH2:51][C@H:50]([C:53]([O:55][CH2:56][CH2:57][CH2:58][CH3:59])=[O:54])[CH2:49][CH2:48]1)([C:42]1[S:43][CH:44]=[CH:45][N:46]=1)[CH3:41].Br[C:61]1[N:66]=[C:65]([NH:67][C:68]2[CH:73]=[C:72]([CH3:74])[C:71]([F:75])=[CH:70][N:69]=2)[CH:64]=[C:63]([CH3:76])[CH:62]=1. (8) Given the product [CH3:22][C:23]1[CH:28]=[CH:27][C:26]([S:29]([O:1][CH2:2][CH2:3][O:4][C:5]2[CH:6]=[C:7]3[C:12](=[CH:13][CH:14]=2)[NH:11][C:10](=[O:15])[CH2:9][CH2:8]3)(=[O:31])=[O:30])=[CH:25][CH:24]=1, predict the reactants needed to synthesize it. The reactants are: [OH:1][CH2:2][CH2:3][O:4][C:5]1[CH:6]=[C:7]2[C:12](=[CH:13][CH:14]=1)[NH:11][C:10](=[O:15])[CH2:9][CH2:8]2.N1C=CC=CC=1.[CH3:22][C:23]1[CH:28]=[CH:27][C:26]([S:29](Cl)(=[O:31])=[O:30])=[CH:25][CH:24]=1. (9) Given the product [CH3:21][O:20][C:18](=[O:19])[NH:5][C:4]1[CH:3]=[C:2]([Br:1])[C:8]([F:9])=[C:7]([Br:10])[CH:6]=1, predict the reactants needed to synthesize it. The reactants are: [Br:1][C:2]1[CH:3]=[C:4]([CH:6]=[C:7]([Br:10])[C:8]=1[F:9])[NH2:5].N1C=CC=CC=1.Cl[C:18]([O:20][CH3:21])=[O:19].